Task: Predict the product of the given reaction.. Dataset: Forward reaction prediction with 1.9M reactions from USPTO patents (1976-2016) (1) Given the reactants Br[CH2:2][C:3]([C:5]1[C:10](=[O:11])[NH:9][C:8]([CH3:12])=[C:7]([C:13]([O:15][CH2:16][CH3:17])=[O:14])[CH:6]=1)=O.[F:18][C:19]1[CH:27]=[CH:26][C:22]([C:23]([NH2:25])=[S:24])=[CH:21][CH:20]=1, predict the reaction product. The product is: [CH3:12][C:8]1[NH:9][C:10](=[O:11])[C:5]([C:3]2[N:25]=[C:23]([C:22]3[CH:26]=[CH:27][C:19]([F:18])=[CH:20][CH:21]=3)[S:24][CH:2]=2)=[CH:6][C:7]=1[C:13]([O:15][CH2:16][CH3:17])=[O:14]. (2) Given the reactants Br[C:2]1[C:11]2[C:6](=[CH:7][C:8](Br)=[CH:9][CH:10]=2)[CH:5]=[CH:4][C:3]=1[O:13][CH2:14][CH3:15].[C:16]1(B(O)O)[CH:21]=[CH:20][CH:19]=[CH:18][CH:17]=1.C(=O)([O-])[O-].[K+].[K+].O, predict the reaction product. The product is: [C:16]1([C:2]2[C:11]3[C:6](=[CH:7][C:8]([C:2]4[CH:11]=[CH:6][CH:5]=[CH:4][CH:3]=4)=[CH:9][CH:10]=3)[CH:5]=[CH:4][C:3]=2[O:13][CH2:14][CH3:15])[CH:21]=[CH:20][CH:19]=[CH:18][CH:17]=1. (3) Given the reactants [Cl:1][C:2]1[N:7]=[C:6]([Cl:8])[C:5]([CH:9]([CH3:11])[CH3:10])=[C:4]([O:12][C:13]2[CH:18]=[C:17]([CH3:19])[CH:16]=[C:15]([CH3:20])[CH:14]=2)[N:3]=1.C1C(=O)N([Br:28])C(=O)C1.C(OOC(=O)C1C=CC=CC=1)(=O)C1C=CC=CC=1, predict the reaction product. The product is: [Br:28][CH2:19][C:17]1[CH:18]=[C:13]([CH:14]=[C:15]([CH3:20])[CH:16]=1)[O:12][C:4]1[C:5]([CH:9]([CH3:10])[CH3:11])=[C:6]([Cl:8])[N:7]=[C:2]([Cl:1])[N:3]=1. (4) Given the reactants [N:1]([Si](C)(C)C)=[N+]=[N-].[Cl:8][C:9]1[C:19]([Cl:20])=[CH:18][C:12]2[C:13](=[O:17])[O:14]C(=O)[C:11]=2[CH:10]=1, predict the reaction product. The product is: [NH2:1][C:11]1[CH:10]=[C:9]([Cl:8])[C:19]([Cl:20])=[CH:18][C:12]=1[C:13]([OH:14])=[O:17].